From a dataset of Full USPTO retrosynthesis dataset with 1.9M reactions from patents (1976-2016). Predict the reactants needed to synthesize the given product. (1) Given the product [NH2:19][C:14]1[CH:15]=[N:16][CH:17]=[CH:18][C:13]=1[C@H:9]1[CH2:8][C@@H:7]([NH:27][C:28](=[O:29])[O:30][C:31]([CH3:33])([CH3:34])[CH3:32])[C@@H:6]([C:35]#[N:36])[C@@H:11]([CH3:12])[CH2:10]1, predict the reactants needed to synthesize it. The reactants are: CS(O[C@@H:6]1[C@@H:11]([CH3:12])[CH2:10][C@@H:9]([C:13]2[CH:18]=[CH:17][N:16]=[CH:15][C:14]=2[NH:19]C(OC(C)(C)C)=O)[CH2:8][C@H:7]1[NH:27][C:28]([O:30][C:31]([CH3:34])([CH3:33])[CH3:32])=[O:29])(=O)=O.[C-:35]#[N:36].[Na+].C(O)(C(F)(F)F)=O.CC(OC(OC(OC(C)(C)C)=O)=O)(C)C. (2) Given the product [C:5]1([C:8]2[CH:13]=[CH:12][CH:11]=[CH:10][CH:9]=2)[CH:4]=[CH:3][C:2]([O:1][C:16](=[O:17])[N:15]([CH3:14])[C:19]2[CH:24]=[CH:23][CH:22]=[CH:21][CH:20]=2)=[CH:7][CH:6]=1, predict the reactants needed to synthesize it. The reactants are: [OH:1][C:2]1[CH:7]=[CH:6][C:5]([C:8]2[CH:13]=[CH:12][CH:11]=[CH:10][CH:9]=2)=[CH:4][CH:3]=1.[CH3:14][N:15]([C:19]1[CH:24]=[CH:23][CH:22]=[CH:21][CH:20]=1)[C:16](Cl)=[O:17]. (3) Given the product [Cl:11][C:12]1[CH:13]=[C:14]([C:15]2[O:10][C:4]3[CH:5]=[C:6]([OH:7])[CH:8]=[CH:9][C:3]=3[N:2]=2)[CH:18]=[CH:19][C:20]=1[O:21][CH2:22][CH:23]1[CH2:24][CH2:25]1, predict the reactants needed to synthesize it. The reactants are: Cl.[NH2:2][C:3]1[CH:9]=[CH:8][C:6]([OH:7])=[CH:5][C:4]=1[OH:10].[Cl:11][C:12]1[CH:13]=[C:14]([CH:18]=[CH:19][C:20]=1[O:21][CH2:22][CH:23]1[CH2:25][CH2:24]1)[C:15](O)=O.C(N(C(C)C)CC)(C)C.CN(C(ON1N=NC2C=CC=NC1=2)=[N+](C)C)C.F[P-](F)(F)(F)(F)F.